Dataset: Reaction yield outcomes from USPTO patents with 853,638 reactions. Task: Predict the reaction yield, written as a fraction of the theoretical maximum amount of product (1.0 means a 100% yield; for example, 0.34 means a 34% yield). (1) The reactants are [OH-].[Na+].[CH2:3]([O:14][C:15]1[CH:24]=[CH:23][C:18]([C:19]([O:21]C)=[O:20])=[CH:17][CH:16]=1)[CH2:4][CH2:5]/[CH:6]=[CH:7]\[CH2:8][CH2:9][CH2:10][CH2:11][CH2:12][CH3:13]. The catalyst is CO. The product is [CH2:3]([O:14][C:15]1[CH:16]=[CH:17][C:18]([C:19]([OH:21])=[O:20])=[CH:23][CH:24]=1)[CH2:4][CH2:5]/[CH:6]=[CH:7]\[CH2:8][CH2:9][CH2:10][CH2:11][CH2:12][CH3:13]. The yield is 0.980. (2) The reactants are C([O:5][C:6]([CH:8]1[CH:12]([C:13]2[CH:18]=[C:17]([Cl:19])[CH:16]=[CH:15][C:14]=2[O:20][CH3:21])[C:11]([C:24]2[CH:29]=[CH:28][C:27]([Cl:30])=[CH:26][C:25]=2[F:31])([C:22]#[N:23])[CH:10]([CH2:32][C:33]([CH3:36])([CH3:35])[CH3:34])[NH:9]1)=[O:7])(C)(C)C.[F:37][C:38]([F:43])([F:42])[C:39]([OH:41])=[O:40]. The catalyst is ClCCl. The product is [F:37][C:38]([F:43])([F:42])[C:39]([OH:41])=[O:40].[Cl:30][C:27]1[CH:28]=[CH:29][C:24]([C:11]2([C:22]#[N:23])[CH:10]([CH2:32][C:33]([CH3:36])([CH3:35])[CH3:34])[NH:9][CH:8]([C:6]([OH:7])=[O:5])[CH:12]2[C:13]2[CH:18]=[C:17]([Cl:19])[CH:16]=[CH:15][C:14]=2[O:20][CH3:21])=[C:25]([F:31])[CH:26]=1. The yield is 0.970. (3) The reactants are [F:1][C:2]1[C:7]([O:8][CH3:9])=[CH:6][CH:5]=[CH:4][C:3]=1[NH:10][C:11](=O)OC(C)(C)C.Cl.[CH:19](=O)/[CH:20]=C/C.[OH-].[NH4+].[CH3:26]O. The catalyst is O1CCOCC1.CCCCO. The product is [F:1][C:2]1[C:7]([O:8][CH3:9])=[CH:6][CH:5]=[C:4]2[C:3]=1[N:10]=[C:11]([CH3:26])[CH:20]=[CH:19]2. The yield is 0.670. (4) The reactants are [I:1][C:2]1[C:10]2[C:5](=[CH:6][CH:7]=[C:8]([NH2:11])[CH:9]=2)[NH:4][N:3]=1.[N:12]1([CH:17]([C:21]2[CH:25]=[CH:24][S:23][CH:22]=2)[C:18](O)=[O:19])[CH2:16][CH2:15][CH2:14][CH2:13]1.O. The catalyst is CN(C=O)C. The product is [I:1][C:2]1[C:10]2[C:5](=[CH:6][CH:7]=[C:8]([NH:11][C:18](=[O:19])[CH:17]([N:12]3[CH2:16][CH2:15][CH2:14][CH2:13]3)[C:21]3[CH:25]=[CH:24][S:23][CH:22]=3)[CH:9]=2)[NH:4][N:3]=1. The yield is 0.440. (5) The reactants are C([O:8][C:9]1[CH:18]=[C:17]2[C:12]([C:13]([O:19][C:20]3[CH:25]=[CH:24][C:23]([N+:26]([O-:28])=[O:27])=[CH:22][C:21]=3[F:29])=[CH:14][CH:15]=[N:16]2)=[CH:11][C:10]=1[O:30][CH3:31])C1C=CC=CC=1.Br. The catalyst is C(O)(=O)C.CCOCC. The product is [F:29][C:21]1[CH:22]=[C:23]([N+:26]([O-:28])=[O:27])[CH:24]=[CH:25][C:20]=1[O:19][C:13]1[C:12]2[C:17](=[CH:18][C:9]([OH:8])=[C:10]([O:30][CH3:31])[CH:11]=2)[N:16]=[CH:15][CH:14]=1. The yield is 0.975. (6) The reactants are C(OC(=O)[NH:7][CH:8]1[CH2:13][CH2:12][CH2:11][CH2:10][CH:9]1[C:14](=[O:19])[NH:15][CH2:16][C:17]#[N:18])(C)(C)C. The catalyst is C(O)=O. The product is [C:17]([CH2:16][NH:15][C:14]([CH:9]1[CH2:10][CH2:11][CH2:12][CH2:13][CH:8]1[NH2:7])=[O:19])#[N:18]. The yield is 0.620. (7) The reactants are [CH:1]1C=C[C:4]2N(O)N=[N:7][C:5]=2[CH:6]=1.Cl.Cl.Cl.[CH3:14][O:15][C:16](=[O:64])[NH:17][CH:18]([C:22]([N:24]1[CH:30]([C:31]2[NH:32][C:33]([C:36]3[CH:45]=[CH:44][C:43]4[C:38](=[CH:39][CH:40]=[C:41]([C:46]5[CH:51]=[CH:50][C:49]([C:52]6[NH:53][C:54]([CH:57]7[CH2:61][CH:60]([C:62]#[N:63])[CH2:59][NH:58]7)=[N:55][CH:56]=6)=[CH:48][CH:47]=5)[CH:42]=4)[CH:37]=3)=[CH:34][N:35]=2)[CH2:29][C:26]2([CH2:28][CH2:27]2)[CH2:25]1)=[O:23])[CH:19]([CH3:21])[CH3:20].CN1CC[O:69]CC1.C[CH2:73][O:74][C:75](C)=[O:76]. The catalyst is CN(C=O)C. The product is [CH3:14][O:15][C:16](=[O:64])[NH:17][CH:18]([C:22]([N:24]1[CH:30]([C:31]2[NH:32][C:33]([C:36]3[CH:45]=[CH:44][C:43]4[C:38](=[CH:39][CH:40]=[C:41]([C:46]5[CH:51]=[CH:50][C:49]([C:52]6[NH:53][C:54]([CH:57]7[CH2:61][CH:60]([C:62]#[N:63])[CH2:59][N:58]7[C:4](=[O:69])[CH:5]([NH:7][C:75]([O:74][CH3:73])=[O:76])[CH2:6][CH3:1])=[N:55][CH:56]=6)=[CH:48][CH:47]=5)[CH:42]=4)[CH:37]=3)=[CH:34][N:35]=2)[CH2:29][C:26]2([CH2:27][CH2:28]2)[CH2:25]1)=[O:23])[CH:19]([CH3:21])[CH3:20]. The yield is 0.490.